This data is from Reaction yield outcomes from USPTO patents with 853,638 reactions. The task is: Predict the reaction yield, written as a fraction of the theoretical maximum amount of product (1.0 means a 100% yield; for example, 0.34 means a 34% yield). (1) The reactants are [Br:1][C:2]1[C:3]([CH3:9])=[C:4]([CH:6]=[CH:7][CH:8]=1)[NH2:5].[H+].[B-](F)(F)(F)F.[N:16]([O-])=O.[Na+].CC([O-])=O.[K+]. The catalyst is O.C(Cl)(Cl)Cl. The product is [Br:1][C:2]1[CH:8]=[CH:7][CH:6]=[C:4]2[C:3]=1[CH:9]=[N:16][NH:5]2. The yield is 0.280. (2) The reactants are [H-].[Al+3].[Li+].[H-].[H-].[H-].[Cl:7][C:8]1[CH:9]=[C:10]([CH:23]2[CH2:28][CH2:27][CH2:26][CH2:25][CH2:24]2)[C:11]2[O:15][CH:14]([CH2:16][NH:17][C:18](=O)OC)[CH2:13][C:12]=2[CH:22]=1.Cl. The catalyst is O1CCCC1. The product is [Cl:7][C:8]1[CH:9]=[C:10]([CH:23]2[CH2:28][CH2:27][CH2:26][CH2:25][CH2:24]2)[C:11]2[O:15][CH:14]([CH2:16][NH:17][CH3:18])[CH2:13][C:12]=2[CH:22]=1. The yield is 0.440. (3) The reactants are [O:1]=[S:2]1(=[O:20])[C:6]2[CH:7]=[C:8]([NH:11][C:12](=[O:19])OCC(Cl)(Cl)Cl)[CH:9]=[CH:10][C:5]=2[CH:4]=[CH:3]1.[C:21]1([C:27]2[N:31]=[C:30]([N:32]3[CH2:37][CH2:36][NH:35][CH2:34][CH2:33]3)[S:29][N:28]=2)[CH:26]=[CH:25][CH:24]=[CH:23][CH:22]=1.C(N(C(C)C)CC)(C)C.O. The catalyst is CS(C)=O. The product is [O:20]=[S:2]1(=[O:1])[C:6]2[CH:7]=[C:8]([NH:11][C:12]([N:35]3[CH2:36][CH2:37][N:32]([C:30]4[S:29][N:28]=[C:27]([C:21]5[CH:26]=[CH:25][CH:24]=[CH:23][CH:22]=5)[N:31]=4)[CH2:33][CH2:34]3)=[O:19])[CH:9]=[CH:10][C:5]=2[CH:4]=[CH:3]1. The yield is 0.317. (4) The reactants are [CH2:1]([O:3][C:4](=[O:15])[C:5]([OH:14])([C:10]([F:13])([F:12])[F:11])[CH2:6][C:7]([CH3:9])=[CH2:8])[CH3:2].[Cl-].[Al+3].[Cl-].[Cl-].[F:20][C:21]1[CH:26]=[CH:25][C:24]([O:27][CH3:28])=[CH:23][CH:22]=1. No catalyst specified. The product is [CH2:1]([O:3][C:4](=[O:15])[C:5]([OH:14])([C:10]([F:13])([F:12])[F:11])[CH2:6][C:7]([C:25]1[CH:26]=[C:21]([F:20])[CH:22]=[CH:23][C:24]=1[O:27][CH3:28])([CH3:9])[CH3:8])[CH3:2]. The yield is 0.710.